From a dataset of Full USPTO retrosynthesis dataset with 1.9M reactions from patents (1976-2016). Predict the reactants needed to synthesize the given product. (1) Given the product [CH3:16][O:15][C:11](=[O:14])[CH:12]=[CH:13][C:2]1[CH:3]=[C:4]2[C:8](=[CH:9][CH:10]=1)[NH:7][CH:6]=[CH:5]2, predict the reactants needed to synthesize it. The reactants are: Br[C:2]1[CH:3]=[C:4]2[C:8](=[CH:9][CH:10]=1)[NH:7][CH:6]=[CH:5]2.[C:11]([O:15][CH3:16])(=[O:14])[CH:12]=[CH2:13].C1(C)C=CC=CC=1P(C1C=CC=CC=1C)C1C=CC=CC=1C.C(N(CC)CC)C.[K+].[Br-]. (2) Given the product [ClH:25].[ClH:25].[CH2:1]([N:8]1[CH2:9][CH2:10][CH:11]([N:14]2[CH2:19][CH2:18][CH2:17][CH:16]([C:20]([OH:22])=[O:21])[CH2:15]2)[CH2:12][CH2:13]1)[C:2]1[CH:7]=[CH:6][CH:5]=[CH:4][CH:3]=1, predict the reactants needed to synthesize it. The reactants are: [CH2:1]([N:8]1[CH2:13][CH2:12][CH:11]([N:14]2[CH2:19][CH2:18][CH2:17][CH:16]([C:20]([O:22]CC)=[O:21])[CH2:15]2)[CH2:10][CH2:9]1)[C:2]1[CH:7]=[CH:6][CH:5]=[CH:4][CH:3]=1.[ClH:25]. (3) Given the product [N:11]([C@H:10]1[C@@H:9]([OH:14])[C@@H:8]([CH2:18][OH:19])[O:7][C@@H:6]([S:23][C@@H:24]2[O:37][C@H:36]([CH2:38][OH:39])[C@H:31]([OH:32])[C@H:30]([N:43]=[N+:44]=[N-:45])[C@H:25]2[OH:26])[C@@H:5]1[OH:4])=[N+:12]=[N-:13], predict the reactants needed to synthesize it. The reactants are: C([O:4][C@@H:5]1[C@@H:10]([N:11]=[N+:12]=[N-:13])[C@@H:9]([O:14]C(=O)C)[C@@H:8]([CH2:18][O:19]C(=O)C)[O:7][C@H:6]1[S:23][C@@H:24]1[O:37][C@H:36]([CH2:38][O:39]C(=O)C)[C@H:31]([O:32]C(=O)C)[C@H:30]([N:43]=[N+:44]=[N-:45])[C@H:25]1[O:26]C(=O)C)(=O)C.C(Cl)Cl.C[O-].[Na+].CCCCCCC.CCOC(C)=O. (4) The reactants are: [Cl:1][C:2]1[CH:23]=[CH:22][CH:21]=[CH:20][C:3]=1[O:4][C:5]1[CH2:9][N:8]([C@@H:10]([CH2:14][CH:15]([CH3:18])[CH2:16][CH3:17])[C:11]([OH:13])=O)[C:7](=[O:19])[CH:6]=1.[CH3:24][C:25]1([CH3:37])[O:29][C@H:28]([CH2:30][N:31]2[CH:35]=[CH:34][C:33]([NH2:36])=[N:32]2)[CH2:27][O:26]1.C(N(CC)C(C)C)(C)C.F[P-](F)(F)(F)(F)F.N1(O[P+](N(C)C)(N(C)C)N(C)C)C2C=CC=CC=2N=N1. Given the product [CH3:24][C:25]1([CH3:37])[O:29][C@H:28]([CH2:30][N:31]2[CH:35]=[CH:34][C:33]([NH:36][C:11](=[O:13])[C@@H:10]([N:8]3[CH2:9][C:5]([O:4][C:3]4[CH:20]=[CH:21][CH:22]=[CH:23][C:2]=4[Cl:1])=[CH:6][C:7]3=[O:19])[CH2:14][CH:15]([CH3:18])[CH2:16][CH3:17])=[N:32]2)[CH2:27][O:26]1, predict the reactants needed to synthesize it. (5) The reactants are: C([N:8]1[CH2:13][CH2:12][CH:11]([N:14]([CH2:22][C:23]2[N:28]=[CH:27][C:26]3[O:29][CH2:30][CH2:31][O:32][C:25]=3[CH:24]=2)[C:15](=[O:21])[O:16][C:17]([CH3:20])([CH3:19])[CH3:18])[CH2:10][CH2:9]1)C1C=CC=CC=1. Given the product [OH2:16].[O:32]1[C:25]2[CH:24]=[C:23]([CH2:22][N:14]([CH:11]3[CH2:12][CH2:13][NH:8][CH2:9][CH2:10]3)[C:15](=[O:21])[O:16][C:17]([CH3:20])([CH3:19])[CH3:18])[N:28]=[CH:27][C:26]=2[O:29][CH2:30][CH2:31]1, predict the reactants needed to synthesize it.